The task is: Regression. Given two drug SMILES strings and cell line genomic features, predict the synergy score measuring deviation from expected non-interaction effect.. This data is from NCI-60 drug combinations with 297,098 pairs across 59 cell lines. (1) Drug 1: C1=CN(C(=O)N=C1N)C2C(C(C(O2)CO)O)O.Cl. Drug 2: CC1=C(C(CCC1)(C)C)C=CC(=CC=CC(=CC(=O)O)C)C. Cell line: MDA-MB-435. Synergy scores: CSS=15.2, Synergy_ZIP=-9.61, Synergy_Bliss=-1.16, Synergy_Loewe=-5.41, Synergy_HSA=-1.97. (2) Drug 1: CC1=C(N=C(N=C1N)C(CC(=O)N)NCC(C(=O)N)N)C(=O)NC(C(C2=CN=CN2)OC3C(C(C(C(O3)CO)O)O)OC4C(C(C(C(O4)CO)O)OC(=O)N)O)C(=O)NC(C)C(C(C)C(=O)NC(C(C)O)C(=O)NCCC5=NC(=CS5)C6=NC(=CS6)C(=O)NCCC[S+](C)C)O. Drug 2: CCCCC(=O)OCC(=O)C1(CC(C2=C(C1)C(=C3C(=C2O)C(=O)C4=C(C3=O)C=CC=C4OC)O)OC5CC(C(C(O5)C)O)NC(=O)C(F)(F)F)O. Cell line: LOX IMVI. Synergy scores: CSS=71.2, Synergy_ZIP=-1.69, Synergy_Bliss=-2.05, Synergy_Loewe=-3.34, Synergy_HSA=2.55. (3) Drug 1: C1=C(C(=O)NC(=O)N1)F. Drug 2: C#CCC(CC1=CN=C2C(=N1)C(=NC(=N2)N)N)C3=CC=C(C=C3)C(=O)NC(CCC(=O)O)C(=O)O. Cell line: MCF7. Synergy scores: CSS=21.8, Synergy_ZIP=4.24, Synergy_Bliss=2.04, Synergy_Loewe=2.68, Synergy_HSA=2.68.